The task is: Predict the product of the given reaction.. This data is from Forward reaction prediction with 1.9M reactions from USPTO patents (1976-2016). (1) Given the reactants [Cl:1][C:2]1[CH:7]=[CH:6][C:5]([C:8]2[CH:9]=[C:10]([C:23]([O:25]CC)=[O:24])[S:11][C:12]=2[C:13]2[CH:18]=[CH:17][C:16]([Cl:19])=[CH:15][C:14]=2[CH:20]([CH3:22])[CH3:21])=[C:4]([CH:28]([CH3:30])[CH3:29])[CH:3]=1.[Li+].[OH-], predict the reaction product. The product is: [Cl:1][C:2]1[CH:7]=[CH:6][C:5]([C:8]2[CH:9]=[C:10]([C:23]([OH:25])=[O:24])[S:11][C:12]=2[C:13]2[CH:18]=[CH:17][C:16]([Cl:19])=[CH:15][C:14]=2[CH:20]([CH3:22])[CH3:21])=[C:4]([CH:28]([CH3:30])[CH3:29])[CH:3]=1. (2) Given the reactants [Cl:1][C:2]1[CH:3]=[CH:4][C:5]([C@:8]([C:18]2[CH:23]=[C:22]([C:24]([F:27])([F:26])[F:25])[CH:21]=[C:20]([F:28])[CH:19]=2)([NH:14][C:15]([NH2:17])=[S:16])[CH2:9][C:10]([O:12][CH3:13])=[O:11])=[N:6][CH:7]=1.Cl[CH:30]1[CH2:35][CH2:34][CH2:33][CH2:32][C:31]1=O, predict the reaction product. The product is: [Cl:1][C:2]1[CH:3]=[CH:4][C:5]([C@:8]([C:18]2[CH:23]=[C:22]([C:24]([F:25])([F:26])[F:27])[CH:21]=[C:20]([F:28])[CH:19]=2)([NH:14][C:15]2[S:16][C:30]3[CH2:35][CH2:34][CH2:33][CH2:32][C:31]=3[N:17]=2)[CH2:9][C:10]([O:12][CH3:13])=[O:11])=[N:6][CH:7]=1.